This data is from Forward reaction prediction with 1.9M reactions from USPTO patents (1976-2016). The task is: Predict the product of the given reaction. (1) Given the reactants [C:1]([OH:24])(=O)[CH2:2][CH2:3]/[CH:4]=[CH:5]\[CH2:6]/[CH:7]=[CH:8]\[CH2:9]/[CH:10]=[CH:11]\[CH2:12]/[CH:13]=[CH:14]\[CH2:15]/[CH:16]=[CH:17]\[CH2:18]/[CH:19]=[CH:20]\[CH2:21][CH3:22].[NH2:25][CH2:26][CH2:27][NH:28][C:29](=[O:35])[O:30][C:31]([CH3:34])([CH3:33])[CH3:32].CCN=C=NCCCN(C)C, predict the reaction product. The product is: [C:1]([NH:25][CH2:26][CH2:27][NH:28][C:29](=[O:35])[O:30][C:31]([CH3:33])([CH3:32])[CH3:34])(=[O:24])[CH2:2][CH2:3]/[CH:4]=[CH:5]\[CH2:6]/[CH:7]=[CH:8]\[CH2:9]/[CH:10]=[CH:11]\[CH2:12]/[CH:13]=[CH:14]\[CH2:15]/[CH:16]=[CH:17]\[CH2:18]/[CH:19]=[CH:20]\[CH2:21][CH3:22]. (2) Given the reactants [H-].[Na+].[NH:3]1[C:11]2[C:6](=[CH:7][CH:8]=[CH:9][CH:10]=2)[CH2:5][C:4]1=[O:12].[CH2:13]([O:15][C:16]([C:18]1[C:19]([O:36][CH3:37])=[C:20]2[N:25]([CH:26]=1)[N:24]=[CH:23][N:22]=[C:21]2NC1C=CC(C)=C(O)C=1)=[O:17])[CH3:14], predict the reaction product. The product is: [CH2:13]([O:15][C:16]([C:18]1[C:19]([O:36][CH3:37])=[C:20]2[N:25]([CH:26]=1)[N:24]=[CH:23][N:22]=[C:21]2[CH:5]1[C:6]2[C:11](=[CH:10][CH:9]=[CH:8][CH:7]=2)[NH:3][C:4]1=[O:12])=[O:17])[CH3:14]. (3) The product is: [Cl:21][C:22]1[CH:23]=[C:24]([NH:25][C:2]2[CH:7]=[C:6]([C:8]3[CH:13]=[CH:12][CH:11]=[CH:10][CH:9]=3)[N:5]=[C:4]([N:14]3[CH2:19][CH2:18][CH:17]([OH:20])[CH2:16][CH2:15]3)[N:3]=2)[CH:26]=[CH:27][C:28]=1[O:29][CH3:30]. Given the reactants Cl[C:2]1[CH:7]=[C:6]([C:8]2[CH:13]=[CH:12][CH:11]=[CH:10][CH:9]=2)[N:5]=[C:4]([N:14]2[CH2:19][CH2:18][CH:17]([OH:20])[CH2:16][CH2:15]2)[N:3]=1.[Cl:21][C:22]1[CH:23]=[C:24]([CH:26]=[CH:27][C:28]=1[O:29][CH3:30])[NH2:25], predict the reaction product. (4) Given the reactants [P].[As].[B].[Al].[C:5](=[O:8])([O-])[O-:6].[Bi+3].[C:10](=[O:13])([O-])[O-].C(=O)([O-])[O-].[Bi+3].[N+]([O-])([O-])=O.[Bi+3].[N+]([O-])([O-])=O.[N+]([O-])([O-])=O.[CH2:32]=[CH:33]C, predict the reaction product. The product is: [C:5]([OH:6])(=[O:8])[CH:32]=[CH2:33].[CH:10]([CH:32]=[CH2:33])=[O:13]. (5) Given the reactants C(OC(=O)N[C@@H](CC1C=CC=CC=1)[C@@H](O)[CH2:10][C@H:11]([C:13](=O)[NH:14]CCC(C)(C)C)[CH3:12])(C)(C)C.C(N)C(C)C.[CH:36]([O:39][C:40]1[CH:41]=[C:42]([CH:61]=[C:62]([N:64]2[CH2:68][CH2:67][CH2:66][C:65]2=[O:69])[CH:63]=1)[C:43]([NH:45][C@H:46]([C@@H:54]1[CH2:58][C@@H:57]([CH3:59])[C:56](=[O:60])[O:55]1)[CH2:47][C:48]1[CH:53]=[CH:52][CH:51]=[CH:50][CH:49]=1)=[O:44])([CH3:38])[CH3:37], predict the reaction product. The product is: [CH2:47]([C@H:46]([NH:45][C:43](=[O:44])[C:42]1[CH:61]=[C:62]([N:64]2[CH2:68][CH2:67][CH2:66][C:65]2=[O:69])[CH:63]=[C:40]([O:39][CH:36]([CH3:37])[CH3:38])[CH:41]=1)[C@@H:54]([OH:55])[CH2:58][C@H:57]([C:56](=[O:60])[NH:14][CH2:13][CH:11]([CH3:12])[CH3:10])[CH3:59])[C:48]1[CH:49]=[CH:50][CH:51]=[CH:52][CH:53]=1. (6) Given the reactants [NH2:1][CH2:2][C@H:3]1[N:8]([C:9]([C:11]2[N:12]=[C:13]([CH3:23])[S:14][C:15]=2[C:16]2[CH:17]=[C:18]([CH3:22])[CH:19]=[CH:20][CH:21]=2)=[O:10])[CH2:7][C@H:6]2[C@@H:4]1[CH2:5]2.[Cl:24][C:25]1[CH:26]=[C:27]([CH:31]=[CH:32][CH:33]=1)[C:28](O)=[O:29], predict the reaction product. The product is: [Cl:24][C:25]1[CH:26]=[C:27]([CH:31]=[CH:32][CH:33]=1)[C:28]([NH:1][CH2:2][C@H:3]1[N:8]([C:9]([C:11]2[N:12]=[C:13]([CH3:23])[S:14][C:15]=2[C:16]2[CH:17]=[C:18]([CH3:22])[CH:19]=[CH:20][CH:21]=2)=[O:10])[CH2:7][C@H:6]2[C@@H:4]1[CH2:5]2)=[O:29]. (7) Given the reactants N([C:3]([O:5][CH:6](C)[CH3:8])=[O:4])=N[C:3]([O:5][CH:6]([CH3:8])C)=[O:4].[OH:15][C@@H:16]1[CH2:20][CH2:19][CH2:18][C@H:17]1[O:21][C:22]1[CH:29]=[CH:28][C:25]([CH:26]=[O:27])=[CH:24][CH:23]=1.C1(P(C2C=CC=CC=2)C2C=CC=CC=2)C=CC=CC=1.[N+:49]([C:52]1[CH:60]=[CH:59][C:55]([C:56](O)=[O:57])=[CH:54][CH:53]=1)([O-:51])=[O:50], predict the reaction product. The product is: [CH3:22][CH2:23][CH2:24][CH:25]([CH3:28])[CH3:26].[C:3]([O:5][CH2:6][CH3:8])(=[O:4])[CH3:16].[N+:49]([C:52]1[CH:53]=[CH:54][C:55]([C:56]([O:15][C@@H:16]2[CH2:20][CH2:19][CH2:18][C@@H:17]2[O:21][C:22]2[CH:23]=[CH:24][C:25]([CH:26]=[O:27])=[CH:28][CH:29]=2)=[O:57])=[CH:59][CH:60]=1)([O-:51])=[O:50].